From a dataset of Forward reaction prediction with 1.9M reactions from USPTO patents (1976-2016). Predict the product of the given reaction. (1) Given the reactants [F:1][C:2]1[CH:3]=[C:4]([C@:18]2([S:37]([C:40]3[CH:45]=[CH:44][C:43]([F:46])=[CH:42][CH:41]=3)(=[O:39])=[O:38])[CH2:22][CH2:21][N:20]([C:23]([C:25]34[CH2:32][CH2:31][C:28]([C:33]([O:35]C)=[O:34])([CH2:29][CH2:30]3)[CH2:27][CH2:26]4)=[O:24])[CH2:19]2)[CH:5]=[CH:6][C:7]=1[C:8]([F:17])([C:13]([F:16])([F:15])[F:14])[C:9]([F:12])([F:11])[F:10].[OH-].[Na+].Cl, predict the reaction product. The product is: [F:1][C:2]1[CH:3]=[C:4]([C@:18]2([S:37]([C:40]3[CH:41]=[CH:42][C:43]([F:46])=[CH:44][CH:45]=3)(=[O:39])=[O:38])[CH2:22][CH2:21][N:20]([C:23]([C:25]34[CH2:32][CH2:31][C:28]([C:33]([OH:35])=[O:34])([CH2:27][CH2:26]3)[CH2:29][CH2:30]4)=[O:24])[CH2:19]2)[CH:5]=[CH:6][C:7]=1[C:8]([F:17])([C:13]([F:16])([F:14])[F:15])[C:9]([F:10])([F:12])[F:11]. (2) Given the reactants [NH2:1][C:2]1[S:6][N:5]=[C:4]([CH3:7])[C:3]=1[C:8]([OH:10])=O.S(Cl)(Cl)=O.[F:15][C:16]1[CH:17]=[C:18]([CH:20]=[CH:21][C:22]=1[F:23])[NH2:19].C(N(CC)CC)C, predict the reaction product. The product is: [NH2:1][C:2]1[S:6][N:5]=[C:4]([CH3:7])[C:3]=1[C:8]([NH:19][C:18]1[CH:20]=[CH:21][C:22]([F:23])=[C:16]([F:15])[CH:17]=1)=[O:10].